This data is from Catalyst prediction with 721,799 reactions and 888 catalyst types from USPTO. The task is: Predict which catalyst facilitates the given reaction. (1) Reactant: [Cl:1][C:2]1[CH:3]=[CH:4][C:5](F)=[C:6]([CH:8]=1)[NH2:7].[C:10](=[S:15])(OCC)[S-:11].[K+].Cl. Product: [Cl:1][C:2]1[CH:3]=[CH:4][C:5]2[S:11][C:10]([SH:15])=[N:7][C:6]=2[CH:8]=1. The catalyst class is: 18. (2) Reactant: [CH2:1]([O:8][C:9]1[CH:14]=[CH:13][N:12]([C:15]2[CH:20]=[CH:19][C:18]3[C:21]4[CH2:27][CH2:26][N:25](C(OC(C)(C)C)=O)[CH2:24][CH2:23][C:22]=4[O:35][C:17]=3[CH:16]=2)[C:11](=[O:36])[CH:10]=1)[C:2]1[CH:7]=[CH:6][CH:5]=[CH:4][CH:3]=1.Cl.C([O-])(O)=O.[Na+]. Product: [CH2:1]([O:8][C:9]1[CH:14]=[CH:13][N:12]([C:15]2[CH:20]=[CH:19][C:18]3[C:21]4[CH2:27][CH2:26][NH:25][CH2:24][CH2:23][C:22]=4[O:35][C:17]=3[CH:16]=2)[C:11](=[O:36])[CH:10]=1)[C:2]1[CH:3]=[CH:4][CH:5]=[CH:6][CH:7]=1. The catalyst class is: 275. (3) The catalyst class is: 12. Reactant: [CH2:1]([S:8][C:9]1[N:10]=[C:11]([NH:20][C@H:21]([CH2:24][CH2:25][CH3:26])[CH2:22][OH:23])[C:12]2[S:17][C:16]([O:18]C)=[N:15][C:13]=2[N:14]=1)[C:2]1[CH:7]=[CH:6][CH:5]=[CH:4][CH:3]=1.Cl. Product: [CH2:1]([S:8][C:9]1[N:10]=[C:11]([NH:20][C@@H:21]([CH2:22][OH:23])[CH2:24][CH2:25][CH3:26])[C:12]2[S:17][C:16](=[O:18])[NH:15][C:13]=2[N:14]=1)[C:2]1[CH:3]=[CH:4][CH:5]=[CH:6][CH:7]=1.